From a dataset of Forward reaction prediction with 1.9M reactions from USPTO patents (1976-2016). Predict the product of the given reaction. (1) Given the reactants F[C:2]1[CH:9]=[CH:8][C:5]([CH:6]=[O:7])=[CH:4][CH:3]=1.[F:10][C:11]([F:20])([F:19])[C:12]1[N:17]=[CH:16][C:15]([OH:18])=[CH:14][N:13]=1.C([O-])([O-])=O.[K+].[K+], predict the reaction product. The product is: [F:20][C:11]([F:10])([F:19])[C:12]1[N:13]=[CH:14][C:15]([O:18][C:2]2[CH:9]=[CH:8][C:5]([CH:6]=[O:7])=[CH:4][CH:3]=2)=[CH:16][N:17]=1. (2) The product is: [NH2:1][C:2]1[C:7]([C:8]#[N:9])=[C:6]([NH:32][CH2:31][C:28]2[C:27]([C:33]3[CH:38]=[CH:37][CH:36]=[CH:35][N:34]=3)=[CH:26][C:25]3[C:30](=[C:21]([F:20])[CH:22]=[CH:23][CH:24]=3)[N:29]=2)[N:5]=[CH:4][N:3]=1. Given the reactants [NH2:1][C:2]1[C:7]([C:8]#[N:9])=[C:6](Cl)[N:5]=[CH:4][N:3]=1.C(N(C(C)C)CC)(C)C.[F:20][C:21]1[CH:22]=[CH:23][CH:24]=[C:25]2[C:30]=1[N:29]=[C:28]([CH2:31][NH2:32])[C:27]([C:33]1[CH:38]=[CH:37][CH:36]=[CH:35][N:34]=1)=[CH:26]2, predict the reaction product. (3) Given the reactants [OH:1][C:2]1[CH:7]=[CH:6][C:5]([CH:8]([CH3:14])[C:9]([O:11][CH2:12][CH3:13])=[O:10])=[CH:4][C:3]=1[N+:15]([O-])=O, predict the reaction product. The product is: [NH2:15][C:3]1[CH:4]=[C:5]([CH:8]([CH3:14])[C:9]([O:11][CH2:12][CH3:13])=[O:10])[CH:6]=[CH:7][C:2]=1[OH:1]. (4) Given the reactants [CH3:1][CH:2]([CH3:5])[C:3]#[CH:4].Cl[C:7]([O:9][CH2:10][CH3:11])=[O:8], predict the reaction product. The product is: [CH2:10]([O:9][C:7](=[O:8])[C:4]#[C:3][CH:2]([CH3:5])[CH3:1])[CH3:11]. (5) Given the reactants [NH:1]1[C:9]2[C:4](=[CH:5][C:6]([CH:10]=[O:11])=[CH:7][CH:8]=2)[CH:3]=[CH:2]1.CS(C)=O.[H-].[Na+].[CH3:18][Si:19]([CH3:26])([CH3:25])[CH2:20][CH2:21][O:22][CH2:23]Cl, predict the reaction product. The product is: [CH3:18][Si:19]([CH3:26])([CH3:25])[CH2:20][CH2:21][O:22][CH2:23][N:1]1[C:9]2[C:4](=[CH:5][C:6]([CH:10]=[O:11])=[CH:7][CH:8]=2)[CH:3]=[CH:2]1. (6) Given the reactants [NH2:1][C:2]1[C:3]([C:8]([OH:10])=O)=[N:4][CH:5]=[CH:6][CH:7]=1.[Cl:11][C:12]1[CH:18]=[CH:17][C:15]([NH2:16])=[CH:14][CH:13]=1.C(Cl)CCl.C1C=CC2N(O)N=NC=2C=1, predict the reaction product. The product is: [NH2:1][C:2]1[C:3]([C:8]([NH:16][C:15]2[CH:17]=[CH:18][C:12]([Cl:11])=[CH:13][CH:14]=2)=[O:10])=[N:4][CH:5]=[CH:6][CH:7]=1. (7) Given the reactants [C:1]([C:4]1[C:9]([O:10][CH2:11][CH2:12][NH:13][C:14](=[O:20])[O:15][C:16]([CH3:19])([CH3:18])[CH3:17])=[C:8]([CH:21]=[O:22])[C:7]([CH3:23])=[C:6]([Cl:24])[CH:5]=1)(=[O:3])[CH3:2].[OH-:25].[Na+].Cl, predict the reaction product. The product is: [C:1]([C:4]1[C:9]([O:10][CH2:11][CH2:12][NH:13][C:14]([O:15][C:16]([CH3:18])([CH3:19])[CH3:17])=[O:20])=[C:8]([C:7]([CH3:23])=[C:6]([Cl:24])[CH:5]=1)[C:21]([OH:25])=[O:22])(=[O:3])[CH3:2].